This data is from Forward reaction prediction with 1.9M reactions from USPTO patents (1976-2016). The task is: Predict the product of the given reaction. (1) Given the reactants [NH2:1][C:2]1[N:10]=[CH:9][N:8]=[C:7]2[C:3]=1[N:4]([C:24]1[CH:29]=[CH:28][C:27]([O:30][C:31]3[CH:36]=[CH:35][CH:34]=[CH:33][CH:32]=3)=[CH:26][CH:25]=1)[C:5](=[O:23])[N:6]2[CH:11]1[CH2:15][CH2:14][N:13](C(OC(C)(C)C)=O)[CH2:12]1.[ClH:37], predict the reaction product. The product is: [ClH:37].[NH2:1][C:2]1[N:10]=[CH:9][N:8]=[C:7]2[C:3]=1[N:4]([C:24]1[CH:25]=[CH:26][C:27]([O:30][C:31]3[CH:32]=[CH:33][CH:34]=[CH:35][CH:36]=3)=[CH:28][CH:29]=1)[C:5](=[O:23])[N:6]2[CH:11]1[CH2:15][CH2:14][NH:13][CH2:12]1. (2) Given the reactants O.O.Cl[Sn]Cl.[Cl:6][C:7]1[CH:12]=[C:11]([N+:13]([O-])=O)[CH:10]=[CH:9][C:8]=1[S:16][C:17]1[N:18]([CH3:22])[CH:19]=[CH:20][N:21]=1.Cl, predict the reaction product. The product is: [Cl:6][C:7]1[CH:12]=[C:11]([NH2:13])[CH:10]=[CH:9][C:8]=1[S:16][C:17]1[N:18]([CH3:22])[CH:19]=[CH:20][N:21]=1.